Dataset: Full USPTO retrosynthesis dataset with 1.9M reactions from patents (1976-2016). Task: Predict the reactants needed to synthesize the given product. (1) Given the product [Cl:1][C:2]1[O:6][C:5]([CH2:7][C:8]2[CH:15]=[CH:14][C:11]([CH2:12][OH:18])=[CH:10][CH:9]=2)=[CH:4][CH:3]=1, predict the reactants needed to synthesize it. The reactants are: [Cl:1][C:2]1[O:6][C:5]([CH2:7][C:8]2[CH:15]=[CH:14][C:11]([CH2:12]N)=[CH:10][CH:9]=2)=[CH:4][CH:3]=1.C(O)(=[O:18])C.N([O-])=O.[Na+].C(=O)([O-])[O-].[K+].[K+]. (2) The reactants are: [OH:1][CH2:2][C:3]1[CH:16]=[CH:15][C:6]([CH2:7][NH:8][C:9](=[O:14])[C:10]([F:13])([F:12])[F:11])=[CH:5][CH:4]=1.[H-].[Na+].[NH2:19][C:20]1[N:25]=[C:24](Cl)[CH:23]=[C:22]([NH2:27])[N:21]=1.Cl. Given the product [NH2:19][C:20]1[N:25]=[C:24]([O:1][CH2:2][C:3]2[CH:4]=[CH:5][C:6]([CH2:7][NH:8][C:9](=[O:14])[C:10]([F:12])([F:13])[F:11])=[CH:15][CH:16]=2)[CH:23]=[C:22]([NH2:27])[N:21]=1, predict the reactants needed to synthesize it. (3) Given the product [OH:33][CH2:32][C@@H:30]1[O:31][C:14]2[CH:15]=[CH:16][C:17]([N+:19]([O-:21])=[O:20])=[CH:18][C:13]=2[N:12]([S:9]([C:5]2[CH:4]=[C:3]([CH:8]=[CH:7][CH:6]=2)[C:1]#[N:2])(=[O:11])=[O:10])[CH2:29]1, predict the reactants needed to synthesize it. The reactants are: [C:1]([C:3]1[CH:4]=[C:5]([S:9]([NH:12][C:13]2[CH:18]=[C:17]([N+:19]([O-:21])=[O:20])[CH:16]=[CH:15][C:14]=2F)(=[O:11])=[O:10])[CH:6]=[CH:7][CH:8]=1)#[N:2].C(=O)([O-])[O-].[K+].[K+].[CH2:29]1[O:31][C@H:30]1[CH2:32][OH:33]. (4) Given the product [Cl:33][C:28]1[CH:27]=[C:26]([CH:31]=[CH:30][C:29]=1[O:1][C:2]1[CH:3]=[C:4]([C:5]([NH:7][C:8]2[CH:12]=[CH:11][N:10]([CH3:13])[N:9]=2)=[O:6])[CH:14]=[C:15]([O:17][C@@H:18]([CH3:22])[CH2:19][O:20][CH3:21])[CH:16]=1)[C:25]([O:24][CH3:23])=[O:34], predict the reactants needed to synthesize it. The reactants are: [OH:1][C:2]1[CH:3]=[C:4]([CH:14]=[C:15]([O:17][C@@H:18]([CH3:22])[CH2:19][O:20][CH3:21])[CH:16]=1)[C:5]([NH:7][C:8]1[CH:12]=[CH:11][N:10]([CH3:13])[N:9]=1)=[O:6].[CH3:23][O:24][C:25](=[O:34])[C:26]1[CH:31]=[CH:30][C:29](F)=[C:28]([Cl:33])[CH:27]=1.C(=O)([O-])[O-].[K+].[K+]. (5) The reactants are: [NH:1]1[CH2:6][CH2:5][O:4][CH2:3][CH2:2]1.[Cl:7][C:8]1[CH:9]=[C:10]2[C:26]([CH3:27])=[C:25]([CH3:28])[N:24]([CH2:29][C:30]3[CH:35]=[CH:34][CH:33]=[C:32]([F:36])[CH:31]=3)[C:11]2=[C:12]([N:14]2[CH2:23][CH2:22][C:21]3[C:16](=[CH:17][CH:18]=[CH:19][CH:20]=3)[CH2:15]2)[N:13]=1.C1(P(C2C=CC=CC=2)C2C3OC4C(=CC=CC=4P(C4C=CC=CC=4)C4C=CC=CC=4)C(C)(C)C=3C=CC=2)C=CC=CC=1.C(=O)([O-])[O-].[Cs+].[Cs+]. Given the product [ClH:7].[F:36][C:32]1[CH:31]=[C:30]([CH:35]=[CH:34][CH:33]=1)[CH2:29][N:24]1[C:11]2=[C:12]([N:14]3[CH2:23][CH2:22][C:21]4[C:16](=[CH:17][CH:18]=[CH:19][CH:20]=4)[CH2:15]3)[N:13]=[C:8]([N:1]3[CH2:6][CH2:5][O:4][CH2:3][CH2:2]3)[CH:9]=[C:10]2[C:26]([CH3:27])=[C:25]1[CH3:28], predict the reactants needed to synthesize it. (6) Given the product [CH2:22]([O:24][C:25](=[O:39])[C:26]1[CH:31]=[C:30]([CH3:32])[CH:29]=[C:28]([C:33]2[CH2:37][CH2:36][CH2:35][C:34]=2[C:7]2[CH:8]=[C:3]([C:2]([F:21])([F:20])[F:1])[CH:4]=[CH:5][C:6]=2[O:12][CH2:13][C:14]2[CH:19]=[CH:18][CH:17]=[CH:16][CH:15]=2)[CH:27]=1)[CH3:23], predict the reactants needed to synthesize it. The reactants are: [F:1][C:2]([F:21])([F:20])[C:3]1[CH:4]=[CH:5][C:6]([O:12][CH2:13][C:14]2[CH:19]=[CH:18][CH:17]=[CH:16][CH:15]=2)=[C:7](B(O)O)[CH:8]=1.[CH2:22]([O:24][C:25](=[O:39])[C:26]1[CH:31]=[C:30]([CH3:32])[CH:29]=[C:28]([C:33]2[CH2:37][CH2:36][CH2:35][C:34]=2Br)[CH:27]=1)[CH3:23]. (7) Given the product [F:1][C:2]1[CH:12]=[C:11]([NH:13][C:14]([C:16]2[CH:25]=[CH:24][C:23]3[C:22]([CH3:27])([CH3:26])[CH2:21][CH:20]=[C:19]([C:28]4[CH:29]=[CH:30][C:31]([CH3:34])=[CH:32][CH:33]=4)[C:18]=3[CH:17]=2)=[S:15])[CH:10]=[CH:9][C:3]=1[C:4]([OH:6])=[O:5], predict the reactants needed to synthesize it. The reactants are: [F:1][C:2]1[CH:12]=[C:11]([NH:13][C:14]([C:16]2[CH:25]=[CH:24][C:23]3[C:22]([CH3:27])([CH3:26])[CH2:21][CH:20]=[C:19]([C:28]4[CH:33]=[CH:32][C:31]([CH3:34])=[CH:30][CH:29]=4)[C:18]=3[CH:17]=2)=[S:15])[CH:10]=[CH:9][C:3]=1[C:4]([O:6]CC)=[O:5].[OH-].[Na+].O.CCOC(C)=O.